Dataset: Reaction yield outcomes from USPTO patents with 853,638 reactions. Task: Predict the reaction yield, written as a fraction of the theoretical maximum amount of product (1.0 means a 100% yield; for example, 0.34 means a 34% yield). The reactants are [NH:1]1[C:9]2[C:4](=[CH:5][CH:6]=[CH:7][CH:8]=2)[CH2:3][C:2]1=[O:10].[C:11](OC(=O)C)(=[O:13])[CH3:12]. The catalyst is C(O)(=O)C.O. The product is [C:11]([N:1]1[C:9]2[C:4](=[CH:5][CH:6]=[CH:7][CH:8]=2)[CH2:3][C:2]1=[O:10])(=[O:13])[CH3:12]. The yield is 0.790.